This data is from Full USPTO retrosynthesis dataset with 1.9M reactions from patents (1976-2016). The task is: Predict the reactants needed to synthesize the given product. (1) Given the product [CH2:11]([C:9]1[N:8]=[CH:7][N:6]([CH2:5][C:4]([OH:13])=[O:3])[CH:10]=1)[CH3:12], predict the reactants needed to synthesize it. The reactants are: C([O:3][C:4](=[O:13])[CH2:5][N:6]1[CH:10]=[C:9]([CH2:11][CH3:12])[N:8]=[CH:7]1)C.Cl. (2) Given the product [Br:1][C:2]1[CH:3]=[CH:4][C:5]([C:8]2[C:20]([CH2:23][OH:24])([CH2:21][OH:22])[CH2:19][O:10][N:9]=2)=[N:6][CH:7]=1, predict the reactants needed to synthesize it. The reactants are: [Br:1][C:2]1[CH:3]=[CH:4][C:5]([CH:8]=[N:9][OH:10])=[N:6][CH:7]=1.C1C(=O)N(Cl)C(=O)C1.[CH2:19]=[C:20]([CH2:23][OH:24])[CH2:21][OH:22].CCN(CC)CC. (3) Given the product [Cl:27][C:28]1[CH:33]=[CH:32][C:31]([CH2:34][NH:35][C:17](=[O:18])[CH2:16][C@@H:11]2[CH2:10][CH:9]=[CH:8][CH2:7][CH2:6][C:5](=[O:20])[O:4][C@H:3]([C:21]3[CH:26]=[CH:25][CH:24]=[CH:23][CH:22]=3)[C@H:2]([CH3:1])[N:13]([CH3:14])[C:12]2=[O:15])=[CH:30][CH:29]=1, predict the reactants needed to synthesize it. The reactants are: [CH3:1][C@@H:2]1[N:13]([CH3:14])[C:12](=[O:15])[C@H:11]([CH2:16][C:17](O)=[O:18])[CH2:10][CH:9]=[CH:8][CH2:7][CH2:6][C:5](=[O:20])[O:4][C@@H:3]1[C:21]1[CH:26]=[CH:25][CH:24]=[CH:23][CH:22]=1.[Cl:27][C:28]1[CH:33]=[CH:32][C:31]([CH2:34][NH2:35])=[CH:30][CH:29]=1.CO.C(Cl)Cl. (4) The reactants are: COC[C@@H]1CCCN1[S:9]([C:12]1[CH:13]=[C:14]2[C:18](=[CH:19][CH:20]=1)[NH:17][C:16](=[O:21])[C:15]12[O:26]CCCO1)(=[O:11])=[O:10].[OH-].C([N+](C)(C)C)C1C=CC=CC=1.O.C(Cl)[Cl:41].CO. Given the product [O:21]=[C:16]1[C:15](=[O:26])[C:14]2[C:18](=[CH:19][CH:20]=[C:12]([S:9]([Cl:41])(=[O:11])=[O:10])[CH:13]=2)[NH:17]1, predict the reactants needed to synthesize it. (5) The reactants are: C([O:3][C:4](=[O:33])[CH2:5][C:6]1[CH:11]=[C:10]([Cl:12])[CH:9]=[CH:8][C:7]=1[O:13][CH2:14][C:15]([N:17]1[CH2:22][C@H:21]([CH3:23])[N:20]([CH2:24][C:25]2[CH:30]=[CH:29][C:28]([F:31])=[CH:27][CH:26]=2)[CH2:19][C@H:18]1[CH3:32])=[O:16])C.O.[OH-].[Li+]. Given the product [Cl:12][C:10]1[CH:9]=[CH:8][C:7]([O:13][CH2:14][C:15]([N:17]2[CH2:22][C@H:21]([CH3:23])[N:20]([CH2:24][C:25]3[CH:26]=[CH:27][C:28]([F:31])=[CH:29][CH:30]=3)[CH2:19][C@H:18]2[CH3:32])=[O:16])=[C:6]([CH2:5][C:4]([OH:33])=[O:3])[CH:11]=1, predict the reactants needed to synthesize it. (6) Given the product [CH:10]1[C:11]2[CH:12]([CH2:14][O:15][C:16]([NH:18][C@H:19]([CH2:24][CH2:25][CH2:26][CH:27]=[CH2:28])[C:20]([OH:22])=[O:21])=[O:17])[C:13]3[C:5](=[CH:4][CH:3]=[CH:2][CH:1]=3)[C:6]=2[CH:7]=[CH:8][CH:9]=1, predict the reactants needed to synthesize it. The reactants are: [CH:1]1[C:13]2[CH:12]([CH2:14][O:15][C:16]([NH:18][C@H:19]([CH2:24][CH2:25][CH2:26][CH:27]=[CH2:28])[C:20]([O:22]C)=[O:21])=[O:17])[C:11]3[C:6](=[CH:7][CH:8]=[CH:9][CH:10]=3)[C:5]=2[CH:4]=[CH:3][CH:2]=1.Cl. (7) Given the product [Cl:8][C:7]1[C:2]([C:15]2[CH:16]=[CH:17][C:12]([C:9]([OH:11])=[O:10])=[CH:13][CH:14]=2)=[N:3][CH:4]=[CH:5][CH:6]=1, predict the reactants needed to synthesize it. The reactants are: Cl[C:2]1[C:7]([Cl:8])=[CH:6][CH:5]=[CH:4][N:3]=1.[C:9]([C:12]1[CH:17]=[CH:16][C:15](B(O)O)=[CH:14][CH:13]=1)([OH:11])=[O:10].C([O-])([O-])=O.[Na+].[Na+].